From a dataset of Forward reaction prediction with 1.9M reactions from USPTO patents (1976-2016). Predict the product of the given reaction. (1) Given the reactants C(Cl)(=O)C(Cl)=O.[Cl:7][C:8]1[CH:13]=[CH:12][CH:11]=[CH:10][C:9]=1[CH2:14][CH:15]([CH3:23])[CH2:16][CH:17]([OH:22])[C:18]([CH3:21])([CH3:20])[CH3:19].C(N(CC)CC)C.[Cl-].[NH4+], predict the reaction product. The product is: [Cl:7][C:8]1[CH:13]=[CH:12][CH:11]=[CH:10][C:9]=1[CH2:14][CH:15]([CH3:23])[CH2:16][C:17](=[O:22])[C:18]([CH3:20])([CH3:19])[CH3:21]. (2) Given the reactants [F:1][C:2]([F:24])([F:23])[O:3][C:4]1[CH:5]=[C:6]([C:10]2[C:14]3[CH:15]=[C:16]([C:19]([NH:21][NH2:22])=[O:20])[CH:17]=[CH:18][C:13]=3[O:12][CH:11]=2)[CH:7]=[CH:8][CH:9]=1.[Cl:25][CH2:26][C:27](OC)(OC)OC, predict the reaction product. The product is: [Cl:25][CH2:26][C:27]1[O:20][C:19]([C:16]2[CH:17]=[CH:18][C:13]3[O:12][CH:11]=[C:10]([C:6]4[CH:7]=[CH:8][CH:9]=[C:4]([O:3][C:2]([F:23])([F:1])[F:24])[CH:5]=4)[C:14]=3[CH:15]=2)=[N:21][N:22]=1. (3) Given the reactants [C@H:1]12[CH2:7][C@H:4]([NH:5][CH2:6]1)[CH2:3][N:2]2[C:8]([O:10][C:11]([CH3:14])([CH3:13])[CH3:12])=[O:9].F[C:16]1[CH:21]=[CH:20][C:19]([C:22](=[O:24])[CH3:23])=[C:18]([CH3:25])[CH:17]=1.C(N(C(C)C)C(C)C)C.C(OC(OC(C)(C)C)=O)(OC(C)(C)C)=O, predict the reaction product. The product is: [C:22]([C:19]1[CH:20]=[CH:21][C:16]([N:5]2[CH2:6][C@@H:1]3[CH2:7][C@H:4]2[CH2:3][N:2]3[C:8]([O:10][C:11]([CH3:14])([CH3:13])[CH3:12])=[O:9])=[CH:17][C:18]=1[CH3:25])(=[O:24])[CH3:23]. (4) Given the reactants CO[C@@H:3]([CH2:8][N:9]([C:14]1[CH:19]=[CH:18][C:17]([O:20][C:21]2[CH:26]=[CH:25][C:24](Cl)=[CH:23][CH:22]=2)=[CH:16][CH:15]=1)[S:10]([CH3:13])(=[O:12])=[O:11])[C:4](OC)=O.Cl.[NH2:29][OH:30].[CH3:31][O-:32].[Na+].Cl.[CH3:35]COC(C)=O.[OH2:41], predict the reaction product. The product is: [CH3:31][O:32][C@@H:3]([CH2:8][N:9]([C:14]1[CH:19]=[CH:18][C:17]([O:20][C:21]2[CH:26]=[CH:25][C:24]([CH3:35])=[CH:23][CH:22]=2)=[CH:16][CH:15]=1)[S:10]([CH3:13])(=[O:12])=[O:11])[C:4]([NH:29][OH:30])=[O:41]. (5) Given the reactants [Br:1][C:2]1[CH:3]=[C:4]([C:14]([OH:16])=O)[S:5][C:6]=1[C:7]1[N:11]([CH3:12])[N:10]=[CH:9][C:8]=1[Cl:13].[NH2:17][C@@H:18]([CH2:31][C:32]1[CH:37]=[CH:36][CH:35]=[CH:34][C:33]=1[C:38]([F:41])([F:40])[F:39])[CH2:19][N:20]1[C:28](=[O:29])[C:27]2[C:22](=[CH:23][CH:24]=[CH:25][CH:26]=2)[C:21]1=[O:30].C1CN([P+](Br)(N2CCCC2)N2CCCC2)CC1.F[P-](F)(F)(F)(F)F.CCN(C(C)C)C(C)C, predict the reaction product. The product is: [Br:1][C:2]1[CH:3]=[C:4]([C:14]([NH:17][C@@H:18]([CH2:31][C:32]2[CH:37]=[CH:36][CH:35]=[CH:34][C:33]=2[C:38]([F:41])([F:39])[F:40])[CH2:19][N:20]2[C:28](=[O:29])[C:27]3[C:22](=[CH:23][CH:24]=[CH:25][CH:26]=3)[C:21]2=[O:30])=[O:16])[S:5][C:6]=1[C:7]1[N:11]([CH3:12])[N:10]=[CH:9][C:8]=1[Cl:13].